From a dataset of Forward reaction prediction with 1.9M reactions from USPTO patents (1976-2016). Predict the product of the given reaction. (1) The product is: [CH:1]([C:4]1[CH:5]=[CH:6][C:7]2[C:12]([NH:13][C:14]3[CH:15]=[C:16]([CH:20]=[CH:21][C:22]=3[S:23][C:24]3[CH:29]=[CH:28][C:27]([O:30][CH3:31])=[CH:26][CH:25]=3)[C:17]([NH:33][C:34]3[CH:39]=[CH:38][C:37]([CH3:40])=[CH:36][CH:35]=3)=[O:18])=[N:11][CH:10]=[N:9][C:8]=2[N:32]=1)([CH3:3])[CH3:2]. Given the reactants [CH:1]([C:4]1[CH:5]=[CH:6][C:7]2[C:12]([NH:13][C:14]3[CH:15]=[C:16]([CH:20]=[CH:21][C:22]=3[S:23][C:24]3[CH:29]=[CH:28][C:27]([O:30][CH3:31])=[CH:26][CH:25]=3)[C:17](Cl)=[O:18])=[N:11][CH:10]=[N:9][C:8]=2[N:32]=1)([CH3:3])[CH3:2].[NH2:33][C:34]1[CH:39]=[CH:38][C:37]([CH3:40])=[CH:36][CH:35]=1.C(N(CC)CC)C, predict the reaction product. (2) Given the reactants [CH3:1][O:2][CH:3]=[CH:4][C:5]#[N:6].CO.Cl.[N:10](OCCCC)=[O:11].[C:17](=O)([O-])[OH:18].[Na+], predict the reaction product. The product is: [CH3:1][O:2][CH:3]([O:18][CH3:17])[C:4](=[N:10][OH:11])[C:5]#[N:6].